From a dataset of Full USPTO retrosynthesis dataset with 1.9M reactions from patents (1976-2016). Predict the reactants needed to synthesize the given product. (1) The reactants are: [NH:1]1[CH:5]=[C:4]([C:6]([NH:8][CH2:9][CH:10]2[CH2:15][CH2:14][N:13]([C:16]([O:18][C:19]([CH3:22])([CH3:21])[CH3:20])=[O:17])[CH2:12][CH2:11]2)=[O:7])[N:3]=[N:2]1.Br[CH2:24][C:25]1[CH:30]=[CH:29][C:28]([S:31]([NH2:34])(=[O:33])=[O:32])=[CH:27][CH:26]=1.C(=O)([O-])[O-].[K+].[K+]. Given the product [S:31]([C:28]1[CH:29]=[CH:30][C:25]([CH2:24][N:2]2[N:3]=[C:4]([C:6]([NH:8][CH2:9][CH:10]3[CH2:15][CH2:14][N:13]([C:16]([O:18][C:19]([CH3:22])([CH3:21])[CH3:20])=[O:17])[CH2:12][CH2:11]3)=[O:7])[CH:5]=[N:1]2)=[CH:26][CH:27]=1)(=[O:32])(=[O:33])[NH2:34], predict the reactants needed to synthesize it. (2) Given the product [Br:1][C:2]1[CH:15]=[C:14]2[C:5]([N:6]3[C:11]([CH2:12][O:13]2)=[N:10][NH:9][C:8](=[O:16])[C@H:7]3[CH3:17])=[CH:4][C:3]=1[NH:18][C:19]1([CH3:23])[CH2:20][N:21]([CH3:24])[CH2:22]1, predict the reactants needed to synthesize it. The reactants are: [Br:1][C:2]1[CH:15]=[C:14]2[C:5]([N:6]3[C:11]([CH2:12][O:13]2)=[N:10][NH:9][C:8](=[O:16])[C@H:7]3[CH3:17])=[CH:4][C:3]=1[NH:18][C:19]1([CH3:23])[CH2:22][NH:21][CH2:20]1.[CH3:24]C(O)=O.C([BH3-])#N.[Na+]. (3) Given the product [C:1]([O:5][C:6]([N:8]1[CH2:13][CH:12]2[C:10]([C:14]3[CH:19]=[CH:18][C:17]([N:27]4[CH2:31][CH2:30][CH2:29][CH2:28]4)=[CH:16][CH:15]=3)([CH2:11]2)[CH2:9]1)=[O:7])([CH3:4])([CH3:3])[CH3:2], predict the reactants needed to synthesize it. The reactants are: [C:1]([O:5][C:6]([N:8]1[CH2:13][CH:12]2[C:10]([C:14]3[CH:19]=[CH:18][C:17](Br)=[CH:16][CH:15]=3)([CH2:11]2)[CH2:9]1)=[O:7])([CH3:4])([CH3:3])[CH3:2].CC(C)([O-])C.[Na+].[NH:27]1[CH2:31][CH2:30][CH2:29][CH2:28]1.